This data is from Reaction yield outcomes from USPTO patents with 853,638 reactions. The task is: Predict the reaction yield, written as a fraction of the theoretical maximum amount of product (1.0 means a 100% yield; for example, 0.34 means a 34% yield). (1) The reactants are [CH:1]1([C:5]2[CH:10]=[CH:9][CH:8]=[C:7]([O:11]C)[CH:6]=2)[CH2:4][CH2:3][CH2:2]1.[Cl-].[NH4+]. The catalyst is C(Cl)Cl. The product is [CH:1]1([C:5]2[CH:6]=[C:7]([OH:11])[CH:8]=[CH:9][CH:10]=2)[CH2:2][CH2:3][CH2:4]1. The yield is 0.710. (2) The reactants are [CH2:1]([C:3]1[N:8]([C:9]2[CH:14]=[CH:13][C:12]([O:15][CH:16]3[CH2:21][CH2:20][CH:19]([OH:22])[CH2:18][CH2:17]3)=[CH:11][CH:10]=2)[C:7](=[O:23])[C:6]([CH2:24][C:25]2[CH:30]=[CH:29][C:28]([C:31]3[CH:36]=[CH:35][CH:34]=[CH:33][C:32]=3[C:37]3[NH:41][C:40](=[O:42])[O:39][N:38]=3)=[CH:27][CH:26]=2)=[C:5]([CH2:43][CH2:44][CH3:45])[N:4]=1)[CH3:2].CC(OI1(OC(C)=O)(OC(C)=O)OC(=O)C2C1=CC=CC=2)=O. The catalyst is ClCCl.C(OCC)(=O)C. The product is [CH2:1]([C:3]1[N:8]([C:9]2[CH:10]=[CH:11][C:12]([O:15][CH:16]3[CH2:17][CH2:18][C:19](=[O:22])[CH2:20][CH2:21]3)=[CH:13][CH:14]=2)[C:7](=[O:23])[C:6]([CH2:24][C:25]2[CH:30]=[CH:29][C:28]([C:31]3[CH:36]=[CH:35][CH:34]=[CH:33][C:32]=3[C:37]3[NH:41][C:40](=[O:42])[O:39][N:38]=3)=[CH:27][CH:26]=2)=[C:5]([CH2:43][CH2:44][CH3:45])[N:4]=1)[CH3:2]. The yield is 0.800. (3) The reactants are COC1C=CC(C[N:8]2[CH2:13][C@@H:12]([CH3:14])[C@@H:11]3[O:15][C:16](=[O:18])[NH:17][C@@H:10]3[CH2:9]2)=CC=1. The catalyst is CO.[OH-].[OH-].[Pd+2]. The product is [CH3:14][C@@H:12]1[CH2:13][NH:8][CH2:9][C@H:10]2[NH:17][C:16](=[O:18])[O:15][C@@H:11]12. The yield is 0.990. (4) The reactants are [CH:1]1[C:14]2[C:5](=[N:6][CH:7]=[C:8]3[C:13]=2[CH:12]=[CH:11][CH:10]=[CH:9]3)[CH:4]=[CH:3][CH:2]=1.C[Li].[CH2:17](OCC)C.[F:22][C:23]1[CH:24]=[C:25]([S:31](Cl)(=[O:33])=[O:32])[CH:26]=[CH:27][C:28]=1[O:29][CH3:30]. No catalyst specified. The product is [F:22][C:23]1[CH:24]=[C:25]([S:31]([N:6]2[CH:7]([CH3:17])[C:8]3[C:13](=[CH:12][CH:11]=[CH:10][CH:9]=3)[C:14]3[CH:1]=[CH:2][CH:3]=[CH:4][C:5]2=3)(=[O:33])=[O:32])[CH:26]=[CH:27][C:28]=1[O:29][CH3:30]. The yield is 0.440.